From a dataset of Full USPTO retrosynthesis dataset with 1.9M reactions from patents (1976-2016). Predict the reactants needed to synthesize the given product. (1) Given the product [CH:28]1[CH:27]=[C:26]([C:22]2[CH:23]=[CH:24][CH:25]=[C:20]([C:18]3[N:17]=[CH:16][CH:15]=[CH:14][CH:19]=3)[N:21]=2)[N:31]=[CH:30][CH:29]=1, predict the reactants needed to synthesize it. The reactants are: C(P(C(C)(C)C)C(C)(C)C)(C)(C)C.[CH:14]1[CH:19]=[C:18]([C:20]2[CH:25]=[CH:24][CH:23]=[C:22]([C:26]3[N:31]=[CH:30][CH:29]=[CH:28][CH:27]=3)[N:21]=2)[N:17]=[CH:16][CH:15]=1.C#C.C([Sn](CCCC)CCCC)CCC. (2) Given the product [ClH:35].[F:34][C:3]([F:2])([F:33])[C:4]1[CH:5]=[C:6]([CH:26]=[C:27]([C:29]([F:30])([F:31])[F:32])[CH:28]=1)[CH2:7][N:8]([CH3:25])[C:9]([C@@H:11]1[CH2:16][CH2:15][N:14]([CH2:36][C:37]([N:39]([CH3:41])[CH3:40])=[O:38])[CH2:13][C@H:12]1[C:17]1[CH:22]=[CH:21][C:20]([F:23])=[CH:19][C:18]=1[CH3:24])=[O:10], predict the reactants needed to synthesize it. The reactants are: Cl.[F:2][C:3]([F:34])([F:33])[C:4]1[CH:5]=[C:6]([CH:26]=[C:27]([C:29]([F:32])([F:31])[F:30])[CH:28]=1)[CH2:7][N:8]([CH3:25])[C:9]([C@@H:11]1[CH2:16][CH2:15][NH:14][CH2:13][C@H:12]1[C:17]1[CH:22]=[CH:21][C:20]([F:23])=[CH:19][C:18]=1[CH3:24])=[O:10].[Cl:35][CH2:36][C:37]([N:39]([CH3:41])[CH3:40])=[O:38].[Na+].[I-].Cl.C(OCC)(=O)C. (3) Given the product [ClH:35].[ClH:35].[ClH:35].[N:1]1[C:2]([CH2:21][NH:22][C:23]2[CH:27]=[C:26]([C:28]3[CH:29]=[CH:30][C:31]([CH3:34])=[CH:32][CH:33]=3)[NH:25][N:24]=2)=[CH:3][CH:4]=[CH:5][C:6]=1[CH2:7][NH:8][C:9]1[CH:13]=[C:12]([C:14]2[CH:15]=[CH:16][C:17]([CH3:20])=[CH:18][CH:19]=2)[NH:11][N:10]=1, predict the reactants needed to synthesize it. The reactants are: [N:1]1[C:6]([CH2:7][NH:8][C:9]2[CH:13]=[C:12]([C:14]3[CH:19]=[CH:18][C:17]([CH3:20])=[CH:16][CH:15]=3)[NH:11][N:10]=2)=[CH:5][CH:4]=[CH:3][C:2]=1[CH2:21][NH:22][C:23]1[CH:27]=[C:26]([C:28]2[CH:33]=[CH:32][C:31]([CH3:34])=[CH:30][CH:29]=2)[NH:25][N:24]=1.[ClH:35]. (4) Given the product [OH:22][C:21]1[C:2]2[C:1](=[CH:6][CH:5]=[CH:4][CH:3]=2)[C:7]2([CH2:12][CH2:11][O:10][CH2:9][CH2:8]2)[C:13](=[O:14])[C:15]=1[C:16]([O:18][CH2:19][CH3:20])=[O:17], predict the reactants needed to synthesize it. The reactants are: [C:1]1([C:7]2([C:13]([CH:15]([C:21](OCC)=[O:22])[C:16]([O:18][CH2:19][CH3:20])=[O:17])=[O:14])[CH2:12][CH2:11][O:10][CH2:9][CH2:8]2)[CH:6]=[CH:5][CH:4]=[CH:3][CH:2]=1.O=P12OP3(OP(OP(O3)(O1)=O)(=O)O2)=O.OS(O)(=O)=O. (5) Given the product [F:22][C:13]1[CH:12]=[C:11]([NH:10][C:9]([NH:8][C:5]2[CH:6]=[CH:7][C:2]([B:24]3[O:28][C:27]([CH3:30])([CH3:29])[C:26]([CH3:32])([CH3:31])[O:25]3)=[CH:3][CH:4]=2)=[O:23])[CH:21]=[CH:20][C:14]=1[C:15]([N:17]([CH3:19])[CH3:18])=[O:16], predict the reactants needed to synthesize it. The reactants are: Br[C:2]1[CH:7]=[CH:6][C:5]([NH:8][C:9](=[O:23])[NH:10][C:11]2[CH:21]=[CH:20][C:14]([C:15]([N:17]([CH3:19])[CH3:18])=[O:16])=[C:13]([F:22])[CH:12]=2)=[CH:4][CH:3]=1.[B:24]1([B:24]2[O:28][C:27]([CH3:30])([CH3:29])[C:26]([CH3:32])([CH3:31])[O:25]2)[O:28][C:27]([CH3:30])([CH3:29])[C:26]([CH3:32])([CH3:31])[O:25]1.CC([O-])=O.[K+].C(Cl)Cl. (6) Given the product [C:1]([C:5]1[CH:9]=[C:8]([NH:10][C:11]2[CH:19]=[C:18]([N:29]([CH3:31])[CH3:30])[CH:17]=[CH:16][C:12]=2[C:13]([OH:15])=[O:14])[N:7]([C:21]2[CH:26]=[CH:25][CH:24]=[CH:23][C:22]=2[CH3:27])[N:6]=1)([CH3:4])([CH3:3])[CH3:2], predict the reactants needed to synthesize it. The reactants are: [C:1]([C:5]1[CH:9]=[C:8]([NH:10][C:11]2[CH:19]=[C:18](F)[CH:17]=[CH:16][C:12]=2[C:13]([OH:15])=[O:14])[N:7]([C:21]2[CH:26]=[CH:25][CH:24]=[CH:23][C:22]=2[CH3:27])[N:6]=1)([CH3:4])([CH3:3])[CH3:2].[Li][N:29]([CH3:31])[CH3:30].